Dataset: Forward reaction prediction with 1.9M reactions from USPTO patents (1976-2016). Task: Predict the product of the given reaction. (1) The product is: [CH:1]([C:4]1[CH:15]=[CH:14][C:7]([O:8][CH2:9][C:10]([OH:12])=[O:11])=[CH:6][C:5]=1[CH3:16])([CH3:3])[CH3:2]. Given the reactants [CH:1]([C:4]1[CH:15]=[CH:14][C:7]([O:8][CH2:9][C:10]([O:12]C)=[O:11])=[CH:6][C:5]=1[CH3:16])([CH3:3])[CH3:2].[OH-].[Na+].Cl, predict the reaction product. (2) Given the reactants C[N:2](C(ON1N=NC2C=CC=NC1=2)=[N+](C)C)C.F[P-](F)(F)(F)(F)F.C([C:32]1[S:33][C:34](N)=[C:35]([C:37]([OH:39])=O)[N:36]=1)(OC(C)(C)C)=O.C(N(C(C)C)CC)(C)C.[CH2:50]([N:57]1[CH2:62][CH2:61][CH:60]([NH2:63])[CH2:59][CH2:58]1)[C:51]1[CH:56]=[CH:55][CH:54]=[CH:53][CH:52]=1, predict the reaction product. The product is: [NH2:2][C:32]1[S:33][CH:34]=[C:35]([C:37]([NH:63][CH:60]2[CH2:61][CH2:62][N:57]([CH2:50][C:51]3[CH:52]=[CH:53][CH:54]=[CH:55][CH:56]=3)[CH2:58][CH2:59]2)=[O:39])[N:36]=1.